This data is from Ames mutagenicity test results for genotoxicity prediction. The task is: Regression/Classification. Given a drug SMILES string, predict its toxicity properties. Task type varies by dataset: regression for continuous values (e.g., LD50, hERG inhibition percentage) or binary classification for toxic/non-toxic outcomes (e.g., AMES mutagenicity, cardiotoxicity, hepatotoxicity). Dataset: ames. (1) The drug is CCOC(=O)NNc1nncc2ccccc12. The result is 1 (mutagenic). (2) The compound is CC(C)CCCC(C)C1CCC2C3CC=C4CCCCC4(C)C3CCC12C. The result is 0 (non-mutagenic). (3) The molecule is O=C(c1ccccc1)[C@@H](O)c1ccccc1. The result is 0 (non-mutagenic). (4) The compound is CN(C)CCN(Cc1ccc(O)cc1)c1ccccn1. The result is 0 (non-mutagenic). (5) The compound is CC(=O)OCc1cccc([N+](=O)[O-])c1. The result is 0 (non-mutagenic). (6) The compound is NS(=O)(=O)c1cc(C(=O)O)c(NCc2ccco2)cc1Cl. The result is 0 (non-mutagenic). (7) The drug is CCOC(=O)[C@H](CCc1ccccc1)N[C@@H](C)C(=O)N(CC(=O)O)C1Cc2ccccc2C1. The result is 0 (non-mutagenic). (8) The molecule is C1=Cc2c(ccc3ccc4ccccc4c23)C1. The result is 1 (mutagenic).